Task: Predict the reaction yield, written as a fraction of the theoretical maximum amount of product (1.0 means a 100% yield; for example, 0.34 means a 34% yield).. Dataset: Reaction yield outcomes from USPTO patents with 853,638 reactions (1) The reactants are FC(F)(F)C1C=C(NC(=O)NC2C=CC(C3SC(CCC(OC)=O)=NC=3)=CC=2)C=CC=1.[CH3:32][S:33]([N:36]1[CH2:41][CH2:40][CH:39]([C:42]2[S:43][C:44]([C:47]3[CH:53]=[CH:52][C:50]([NH2:51])=[CH:49][CH:48]=3)=[CH:45][N:46]=2)[CH2:38][CH2:37]1)(=[O:35])=[O:34].[Cl:54][C:55]1[CH:60]=[CH:59][CH:58]=[CH:57][C:56]=1[N:61]=[C:62]=[O:63]. No catalyst specified. The product is [Cl:54][C:55]1[CH:60]=[CH:59][CH:58]=[CH:57][C:56]=1[NH:61][C:62]([NH:51][C:50]1[CH:49]=[CH:48][C:47]([C:44]2[S:43][C:42]([CH:39]3[CH2:40][CH2:41][N:36]([S:33]([CH3:32])(=[O:35])=[O:34])[CH2:37][CH2:38]3)=[N:46][CH:45]=2)=[CH:53][CH:52]=1)=[O:63]. The yield is 0.780. (2) The reactants are [O:1]1[C:10]2[C:5](=[CH:6][CH:7]=[CH:8][CH:9]=2)[C:4]([C:11]2[CH:32]=[CH:31][C:14]([C:15]([NH:17][C@@H:18]3[CH2:26][C@:21]4([O:25][CH2:24][CH2:23][CH2:22]4)[CH2:20][C@@H:19]3[C:27]([O:29][CH3:30])=[O:28])=[O:16])=[CH:13][CH:12]=2)=[CH:3][CH2:2]1. The catalyst is CO. The product is [O:1]1[C:10]2[C:5](=[CH:6][CH:7]=[CH:8][CH:9]=2)[CH:4]([C:11]2[CH:12]=[CH:13][C:14]([C:15]([NH:17][C@@H:18]3[CH2:26][C@:21]4([O:25][CH2:24][CH2:23][CH2:22]4)[CH2:20][C@@H:19]3[C:27]([O:29][CH3:30])=[O:28])=[O:16])=[CH:31][CH:32]=2)[CH2:3][CH2:2]1. The yield is 0.800. (3) The reactants are NC1C=CC(C)=CC=1[C:4](O)=[O:5].[NH2:12][C:13]1[CH:18]=[CH:17][C:16]([CH3:19])=[CH:15][C:14]=1[C:20]([C:22]1[CH:27]=[CH:26][CH:25]=[CH:24][C:23]=1[O:28][CH3:29])=[O:21].[NH2:30][C:31]1[S:32][CH:33]=[CH:34][N:35]=1. No catalyst specified. The product is [NH2:12][C:13]1[CH:18]=[CH:17][C:16]([CH3:19])=[CH:15][C:14]=1[C:20]([C:22]1[CH:27]=[CH:26][CH:25]=[CH:24][C:23]=1[O:28][CH3:29])=[O:21].[CH3:29][O:28][C:23]1[CH:24]=[CH:25][CH:26]=[CH:27][C:22]=1[C:20]([C:14]1[CH:15]=[C:16]([CH3:19])[CH:17]=[CH:18][C:13]=1[NH:12][C:4]([NH:30][C:31]1[S:32][CH:33]=[CH:34][N:35]=1)=[O:5])=[O:21]. The yield is 0.350.